The task is: Predict the product of the given reaction.. This data is from Forward reaction prediction with 1.9M reactions from USPTO patents (1976-2016). (1) Given the reactants [Cl:1][C:2]1[N:7]=[CH:6][C:5]([CH2:8][C:9]2[C:18]3[C:13](=[CH:14][CH:15]=[CH:16][CH:17]=3)[C:12]([O:19]C)=[C:11]([C:21]([O:23]C)=[O:22])[CH:10]=2)=[CH:4][CH:3]=1.B(Br)(Br)Br.CO.Br, predict the reaction product. The product is: [Cl:1][C:2]1[N:7]=[CH:6][C:5]([CH2:8][C:9]2[C:18]3[C:13](=[CH:14][CH:15]=[CH:16][CH:17]=3)[C:12]([OH:19])=[C:11]([C:21]([OH:23])=[O:22])[CH:10]=2)=[CH:4][CH:3]=1. (2) Given the reactants [Si]([C@@:8]1([OH:42])[C@@H:12]([CH2:13][O:14][Si](C(C)(C)C)(C)C)[O:11][C@@H:10]([N:22]2[CH:29]=[C:28]([CH2:30][O:31][CH2:32][C:33]3[CH:38]=[CH:37][CH:36]=[CH:35][C:34]=3[CH:39]([CH3:41])[CH3:40])[C:26](=[O:27])[NH:25][C:23]2=[O:24])[CH2:9]1)(C(C)(C)C)(C)C.O.O.O.[F-].C([N+](CCCC)(CCCC)CCCC)CCC, predict the reaction product. The product is: [CH:39]([C:34]1[CH:35]=[CH:36][CH:37]=[CH:38][C:33]=1[CH2:32][O:31][CH2:30][C:28]1[C:26](=[O:27])[NH:25][C:23](=[O:24])[N:22]([CH:29]=1)[C@@H:10]1[O:11][C@H:12]([CH2:13][OH:14])[C@@H:8]([OH:42])[CH2:9]1)([CH3:41])[CH3:40].